This data is from Forward reaction prediction with 1.9M reactions from USPTO patents (1976-2016). The task is: Predict the product of the given reaction. Given the reactants C[O:2][P:3]([C:7]1[CH:8]=[C:9]([C:13]2[CH:18]=[CH:17][C:16]([C@@H:19]3[C@@H:22]([CH2:23][CH2:24][C@H:25]([O:33][Si](C(C)(C)C)(C)C)[C:26]4[CH:31]=[CH:30][C:29]([F:32])=[CH:28][CH:27]=4)[C:21](=[O:41])[N:20]3[C:42]3[CH:47]=[CH:46][CH:45]=[CH:44][CH:43]=3)=[C:15]([OH:48])[CH:14]=2)[CH:10]=[CH:11][CH:12]=1)(=[O:6])[O:4]C.Br[Si](C)(C)C.CO, predict the reaction product. The product is: [F:32][C:29]1[CH:30]=[CH:31][C:26]([C@@H:25]([OH:33])[CH2:24][CH2:23][C@H:22]2[C:21](=[O:41])[N:20]([C:42]3[CH:43]=[CH:44][CH:45]=[CH:46][CH:47]=3)[C@@H:19]2[C:16]2[CH:17]=[CH:18][C:13]([C:9]3[CH:10]=[CH:11][CH:12]=[C:7]([P:3](=[O:2])([OH:4])[OH:6])[CH:8]=3)=[CH:14][C:15]=2[OH:48])=[CH:27][CH:28]=1.